From a dataset of Merck oncology drug combination screen with 23,052 pairs across 39 cell lines. Regression. Given two drug SMILES strings and cell line genomic features, predict the synergy score measuring deviation from expected non-interaction effect. (1) Drug 1: CCC1(O)CC2CN(CCc3c([nH]c4ccccc34)C(C(=O)OC)(c3cc4c(cc3OC)N(C)C3C(O)(C(=O)OC)C(OC(C)=O)C5(CC)C=CCN6CCC43C65)C2)C1. Drug 2: Cn1nnc2c(C(N)=O)ncn2c1=O. Cell line: DLD1. Synergy scores: synergy=-21.0. (2) Drug 2: CC1(c2nc3c(C(N)=O)cccc3[nH]2)CCCN1. Synergy scores: synergy=12.8. Drug 1: C=CCn1c(=O)c2cnc(Nc3ccc(N4CCN(C)CC4)cc3)nc2n1-c1cccc(C(C)(C)O)n1. Cell line: PA1.